From a dataset of Full USPTO retrosynthesis dataset with 1.9M reactions from patents (1976-2016). Predict the reactants needed to synthesize the given product. The reactants are: [Cl:1][C:2]1[CH:3]=[C:4]([C:9]2([C:22]([F:25])([F:24])[F:23])[O:13][N:12]=[C:11]([C:14]3[CH:15]=[CH:16][C:17]([CH3:21])=[C:18]([CH:20]=3)[NH2:19])[CH2:10]2)[CH:5]=[C:6]([Cl:8])[CH:7]=1.[CH:26](O)=[O:27].Cl.C(N(CC)CCCN=C=NCC)C.C(=O)([O-])O.[Na+]. Given the product [Cl:1][C:2]1[CH:3]=[C:4]([C:9]2([C:22]([F:23])([F:25])[F:24])[O:13][N:12]=[C:11]([C:14]3[CH:15]=[CH:16][C:17]([CH3:21])=[C:18]([NH:19][CH:26]=[O:27])[CH:20]=3)[CH2:10]2)[CH:5]=[C:6]([Cl:8])[CH:7]=1, predict the reactants needed to synthesize it.